Task: Predict which catalyst facilitates the given reaction.. Dataset: Catalyst prediction with 721,799 reactions and 888 catalyst types from USPTO Reactant: CC(C)([O-])C.[Br-].[Br:7][CH2:8][P+](C1C=CC=CC=1)(C1C=CC=CC=1)C1C=CC=CC=1.[CH3:28][C:29]1[CH:36]=[CH:35][C:32]([CH:33]=O)=[CH:31][N:30]=1. Product: [Br:7][CH:8]=[CH:33][C:32]1[CH:35]=[CH:36][C:29]([CH3:28])=[N:30][CH:31]=1. The catalyst class is: 7.